This data is from Reaction yield outcomes from USPTO patents with 853,638 reactions. The task is: Predict the reaction yield, written as a fraction of the theoretical maximum amount of product (1.0 means a 100% yield; for example, 0.34 means a 34% yield). (1) The reactants are Br[C:2]1[CH:3]=[C:4]2[CH2:10][C:9](=[O:11])[NH:8][C:5]2=N[CH:7]=1.[C:12]([O:16][C:17]([CH3:20])([CH3:19])[CH3:18])(=[O:15])[CH:13]=[CH2:14].[C:21]1(C)C=CC=CC=1P(C1C=CC=CC=1C)C1C=CC=CC=1C.C(N(C(C)C)CC)(C)C. The catalyst is C(#N)CC.CN(C=O)C.CC([O-])=O.CC([O-])=O.[Pd+2]. The product is [O:11]=[C:9]1[CH2:10][C:4]2[C:5](=[CH:21][CH:7]=[C:2](/[CH:14]=[CH:13]/[C:12]([O:16][C:17]([CH3:20])([CH3:19])[CH3:18])=[O:15])[CH:3]=2)[NH:8]1. The yield is 0.330. (2) The reactants are Cl.[CH2:2]([O:9][C:10]1[CH:15]=[CH:14][C:13]([NH:16][C:17]2[C:26]3[C:21](=[CH:22][C:23]([F:28])=[C:24](I)[CH:25]=3)[N:20]=[CH:19][N:18]=2)=[CH:12][CH:11]=1)[C:3]1[CH:8]=[CH:7][CH:6]=[CH:5][CH:4]=1.[O:29]1[CH2:33][CH2:32][O:31][CH:30]1[C:34]1[O:38][C:37]([Sn](CCCC)(CCCC)CCCC)=[CH:36][CH:35]=1.C(N(C(C)C)CC)(C)C. The catalyst is CN(C=O)C. The product is [CH2:2]([O:9][C:10]1[CH:15]=[CH:14][C:13]([NH:16][C:17]2[C:26]3[C:21](=[CH:22][C:23]([F:28])=[C:24]([C:37]4[O:38][C:34]([CH:30]5[O:31][CH2:32][CH2:33][O:29]5)=[CH:35][CH:36]=4)[CH:25]=3)[N:20]=[CH:19][N:18]=2)=[CH:12][CH:11]=1)[C:3]1[CH:8]=[CH:7][CH:6]=[CH:5][CH:4]=1. The yield is 0.590. (3) The product is [N:1]1[N:2]=[C:3]([S:10][C:11]2[CH:12]=[CH:13][C:14]3[N:15]([CH:17]=[C:18]([NH2:20])[N:19]=3)[N:16]=2)[N:4]2[CH:9]=[CH:8][CH:7]=[CH:6][C:5]=12. The yield is 0.680. The catalyst is O1CCOCC1. The reactants are [N:1]1[N:2]=[C:3]([S:10][C:11]2[CH:12]=[CH:13][C:14]3[N:15]([CH:17]=[C:18]([NH:20]C(=O)OC(C)(C)C)[N:19]=3)[N:16]=2)[N:4]2[CH:9]=[CH:8][CH:7]=[CH:6][C:5]=12.Cl.C(O)(C(F)(F)F)=O. (4) The yield is 0.875. The catalyst is CN(C=O)C. The reactants are [NH2:1][C:2]1[CH:3]=[C:4]([CH:19]=[CH:20][CH:21]=1)[O:5][C:6]1[C:15]2[C:10](=[CH:11][C:12]([O:17][CH3:18])=[C:13]([OH:16])[CH:14]=2)[N:9]=[CH:8][N:7]=1.[C:22]([C:26]1[O:30][N:29]=[C:28]([NH:31][C:32](=O)[O:33]C2C=CC=CC=2)[CH:27]=1)([CH3:25])([CH3:24])[CH3:23]. The product is [C:22]([C:26]1[O:30][N:29]=[C:28]([NH:31][C:32]([NH:1][C:2]2[CH:21]=[CH:20][CH:19]=[C:4]([O:5][C:6]3[C:15]4[C:10](=[CH:11][C:12]([O:17][CH3:18])=[C:13]([OH:16])[CH:14]=4)[N:9]=[CH:8][N:7]=3)[CH:3]=2)=[O:33])[CH:27]=1)([CH3:25])([CH3:23])[CH3:24]. (5) The reactants are C(OC1C=CC([C:15]2[O:19][C:18]([CH3:21])([CH3:20])[C:17](=[O:22])[C:16]=2[C:23]2[CH:28]=[CH:27][N:26]=[CH:25][CH:24]=2)=CC=1)C1C=CC=CC=1. The catalyst is CO. The product is [CH3:20][C:18]1([CH3:21])[C:17](=[O:22])[C:16]([C:23]2[CH:28]=[CH:27][N:26]=[CH:25][CH:24]=2)=[CH:15][O:19]1. The yield is 0.600. (6) The reactants are [CH3:1][C:2]1[CH:3]=[C:4]2[C:9](=[CH:10][CH:11]=1)[NH:8][C:7](=[O:12])[C:6]([C:13]#[N:14])=[C:5]2[N:15]1[CH2:20][CH2:19][N:18]([C:21]([C:23]2[S:24][CH:25]=[CH:26][CH:27]=2)=[O:22])[CH2:17][CH2:16]1.Cl[CH2:29][CH2:30][N:31]1[CH2:36][CH2:35][O:34][CH2:33][CH2:32]1.C(=O)([O-])[O-].[K+].[K+]. The catalyst is CN(C=O)C. The product is [CH3:1][C:2]1[CH:3]=[C:4]2[C:9](=[CH:10][CH:11]=1)[N:8]([CH2:29][CH2:30][N:31]1[CH2:36][CH2:35][O:34][CH2:33][CH2:32]1)[C:7](=[O:12])[C:6]([C:13]#[N:14])=[C:5]2[N:15]1[CH2:16][CH2:17][N:18]([C:21]([C:23]2[S:24][CH:25]=[CH:26][CH:27]=2)=[O:22])[CH2:19][CH2:20]1. The yield is 0.170. (7) The reactants are [Si]([O:8][C:9]1[C:10]([F:22])=[C:11](B(O)O)[CH:12]=[CH:13][C:14]=1[CH:15]1[CH2:18][CH2:17][CH2:16]1)(C(C)(C)C)(C)C.[NH2:23][C:24]1[CH:29]=[N:28][C:27](Br)=[CH:26][N:25]=1.C(=O)([O-])[O-].[K+].[K+].C(Cl)Cl. The catalyst is O.CN(C=O)C.C1(C)C=CC=CC=1. The product is [NH2:23][C:24]1[N:25]=[CH:26][C:27]([C:11]2[C:10]([F:22])=[C:9]([OH:8])[C:14]([CH:15]3[CH2:16][CH2:17][CH2:18]3)=[CH:13][CH:12]=2)=[N:28][CH:29]=1. The yield is 0.870. (8) The catalyst is ClCCCl. The reactants are [C:1]1([C@@H:7]2[CH2:9][C@H:8]2[NH2:10])[CH:6]=[CH:5][CH:4]=[CH:3][CH:2]=1.O=[C:12]1[CH2:17][CH2:16][CH:15]([NH:18][C:19](=[O:25])[O:20][C:21]([CH3:24])([CH3:23])[CH3:22])[CH2:14][CH2:13]1.C(O)(=O)C.C(O[BH-](OC(=O)C)OC(=O)C)(=O)C.[Na+]. The product is [C:1]1([C@@H:7]2[CH2:9][C@H:8]2[NH:10][C@@H:12]2[CH2:13][CH2:14][C@H:15]([NH:18][C:19](=[O:25])[O:20][C:21]([CH3:23])([CH3:22])[CH3:24])[CH2:16][CH2:17]2)[CH:6]=[CH:5][CH:4]=[CH:3][CH:2]=1.[C:1]1([C@@H:7]2[CH2:9][C@H:8]2[NH:10][C@H:12]2[CH2:13][CH2:14][C@H:15]([NH:18][C:19](=[O:25])[O:20][C:21]([CH3:23])([CH3:22])[CH3:24])[CH2:16][CH2:17]2)[CH:6]=[CH:5][CH:4]=[CH:3][CH:2]=1. The yield is 0.254. (9) The reactants are [CH3:1]I.[CH2:3]([O:5][C:6](=[O:22])[C:7](=[C:13]([SH:21])[NH:14][C:15]1[CH:20]=[CH:19][CH:18]=[CH:17][CH:16]=1)[C:8]([O:10][CH2:11][CH3:12])=[O:9])[CH3:4].[Na]. The catalyst is CN(C=O)C. The product is [CH2:11]([O:10][C:8](=[O:9])[C:7](=[C:13]([S:21][CH3:1])[NH:14][C:15]1[CH:16]=[CH:17][CH:18]=[CH:19][CH:20]=1)[C:6]([O:5][CH2:3][CH3:4])=[O:22])[CH3:12]. The yield is 0.840. (10) The reactants are [F:1][C:2]1[CH:7]=[CH:6][CH:5]=[CH:4][C:3]=1[OH:8].[Br:9][CH2:10][CH2:11][CH2:12]Br.C([O-])([O-])=O.[Cs+].[Cs+]. The catalyst is C(#N)C. The product is [F:1][C:2]1[CH:7]=[CH:6][CH:5]=[CH:4][C:3]=1[O:8][CH2:12][CH2:11][CH2:10][Br:9]. The yield is 0.262.